Dataset: Full USPTO retrosynthesis dataset with 1.9M reactions from patents (1976-2016). Task: Predict the reactants needed to synthesize the given product. (1) Given the product [C:12]([C:10]1[C:9]2[N:18]=[C:19]([C:21]3[CH:22]=[CH:23][CH:24]=[CH:25][CH:26]=3)[S:20][C:8]=2[C:7]([OH:27])=[C:6]([C:4]([NH:28][CH2:29][C:30]([OH:32])=[O:31])=[O:5])[N:11]=1)#[CH:13], predict the reactants needed to synthesize it. The reactants are: C(O[C:4]([C:6]1[N:11]=[C:10]([C:12]#[C:13][Si](C)(C)C)[C:9]2[N:18]=[C:19]([C:21]3[CH:26]=[CH:25][CH:24]=[CH:23][CH:22]=3)[S:20][C:8]=2[C:7]=1[OH:27])=[O:5])C.[NH2:28][CH2:29][C:30]([OH:32])=[O:31]. (2) Given the product [C:1]([O:5][C:6]([N:8]1[CH:13]([CH2:14][CH3:15])[CH2:12][CH:11]([NH:16][C:31]2[O:32][CH:33]=[C:29]([C:27]([O:26][CH2:24][CH3:25])=[O:28])[N:30]=2)[CH2:10][CH:9]1[CH2:17][C:18]1[CH:19]=[CH:20][CH:21]=[CH:22][CH:23]=1)=[O:7])([CH3:2])([CH3:3])[CH3:4], predict the reactants needed to synthesize it. The reactants are: [C:1]([O:5][C:6]([N:8]1[CH:13]([CH2:14][CH3:15])[CH2:12][CH:11]([NH2:16])[CH2:10][CH:9]1[CH2:17][C:18]1[CH:23]=[CH:22][CH:21]=[CH:20][CH:19]=1)=[O:7])([CH3:4])([CH3:3])[CH3:2].[CH2:24]([O:26][C:27]([C:29]1[N:30]=[C:31](Cl)[O:32][CH:33]=1)=[O:28])[CH3:25].C(N(CC)C(C)C)(C)C.O. (3) Given the product [Cl:20][C:2]1[N:3]=[N+:4]([O-:17])[C:5]2[CH:11]=[C:10]([O:12][CH2:13][CH2:14][O:15][CH3:16])[CH:9]=[CH:8][C:6]=2[N:7]=1, predict the reactants needed to synthesize it. The reactants are: O[C:2]1[N:3]=[N+:4]([O-:17])[C:5]2[CH:11]=[C:10]([O:12][CH2:13][CH2:14][O:15][CH3:16])[CH:9]=[CH:8][C:6]=2[N:7]=1.O=P(Cl)(Cl)[Cl:20].